This data is from Full USPTO retrosynthesis dataset with 1.9M reactions from patents (1976-2016). The task is: Predict the reactants needed to synthesize the given product. (1) Given the product [N+:61]([C:64]1[CH:65]=[CH:66][C:67]([C:68]([NH:17][CH2:18][C:19](=[O:20])[N:21]2[CH2:22][CH2:23][N:24]([C:27](=[O:38])[C:28]3[CH:33]=[CH:32][CH:31]=[CH:30][C:29]=3[C:34]([F:37])([F:35])[F:36])[CH2:25][CH2:26]2)=[O:69])=[CH:71][CH:72]=1)([O-:63])=[O:62], predict the reactants needed to synthesize it. The reactants are: CCN(C(C)C)C(C)C.OC(C(F)(F)F)=O.[NH2:17][CH2:18][C:19]([N:21]1[CH2:26][CH2:25][N:24]([C:27](=[O:38])[C:28]2[CH:33]=[CH:32][CH:31]=[CH:30][C:29]=2[C:34]([F:37])([F:36])[F:35])[CH2:23][CH2:22]1)=[O:20].C1C=CC2N(O)N=NC=2C=1.CCN=C=NCCCN(C)C.Cl.[N+:61]([C:64]1[CH:72]=[CH:71][C:67]([C:68](O)=[O:69])=[CH:66][CH:65]=1)([O-:63])=[O:62]. (2) Given the product [CH2:1]([O:3][C:4](=[O:18])[CH:5]([O:15][CH2:16][CH3:17])[CH2:6][C:7]1[CH:12]=[CH:11][C:10]([O:13][CH2:31][C:29]2[N:30]=[C:26]([C:23]3[CH:24]=[CH:25][C:20]([Cl:19])=[CH:21][CH:22]=3)[O:27][C:28]=2[CH3:33])=[CH:9][C:8]=1[CH3:14])[CH3:2], predict the reactants needed to synthesize it. The reactants are: [CH2:1]([O:3][C:4](=[O:18])[CH:5]([O:15][CH2:16][CH3:17])[CH2:6][C:7]1[CH:12]=[CH:11][C:10]([OH:13])=[CH:9][C:8]=1[CH3:14])[CH3:2].[Cl:19][C:20]1[CH:25]=[CH:24][C:23]([C:26]2[O:27][C:28]([CH3:33])=[C:29]([CH2:31]O)[N:30]=2)=[CH:22][CH:21]=1.C1(P(C2C=CC=CC=2)C2C=CC=CC=2)C=CC=CC=1.N(C(OCC)=O)=NC(OCC)=O. (3) Given the product [CH3:1][C@@H:2]1[N:7]2[C:8]3[CH:9]=[C:10]([C:15]([OH:17])=[O:16])[CH:11]=[CH:12][C:13]=3[CH:14]=[C:6]2[C:5](=[O:18])[NH:4][CH2:3]1, predict the reactants needed to synthesize it. The reactants are: [CH3:1][C@H:2]1[N:7]2[C:8]3[CH:9]=[C:10]([C:15]([OH:17])=[O:16])[CH:11]=[CH:12][C:13]=3[CH:14]=[C:6]2[C:5](=[O:18])[NH:4][CH2:3]1.NC[C@H](O)C. (4) The reactants are: [OH:1][C:2]1[CH:11]=[C:10]2[C:5]([CH2:6][CH2:7][C:8](=[O:12])[NH:9]2)=[CH:4][CH:3]=1.Cl[CH2:14][C:15]1[S:19][C:18]([C:20]2[CH:25]=[CH:24][C:23]([C:26]([F:29])([F:28])[F:27])=[CH:22][CH:21]=2)=[N:17][C:16]=1[CH3:30].C([O-])([O-])=O.[Cs+].[Cs+]. Given the product [CH3:30][C:16]1[N:17]=[C:18]([C:20]2[CH:21]=[CH:22][C:23]([C:26]([F:29])([F:28])[F:27])=[CH:24][CH:25]=2)[S:19][C:15]=1[CH2:14][O:1][C:2]1[CH:11]=[C:10]2[C:5]([CH2:6][CH2:7][C:8](=[O:12])[NH:9]2)=[CH:4][CH:3]=1, predict the reactants needed to synthesize it. (5) Given the product [Cl:14][C:5]1[C:4]([N+:9]([O-:11])=[O:10])=[CH:3][C:2]([F:1])=[CH:7][N:6]=1, predict the reactants needed to synthesize it. The reactants are: [F:1][C:2]1[CH:3]=[C:4]([N+:9]([O-:11])=[O:10])[C:5](O)=[N:6][CH:7]=1.P(Cl)(Cl)([Cl:14])=O. (6) Given the product [Cl:28][CH2:27][CH2:26][CH2:25][O:1][C:2]1[CH:3]=[CH:4][C:5]([N:8]2[C:12](=[O:13])[CH2:11][CH:10]([C:14]([O:16][CH3:17])=[O:15])[CH2:9]2)=[CH:6][CH:7]=1, predict the reactants needed to synthesize it. The reactants are: [OH:1][C:2]1[CH:7]=[CH:6][C:5]([N:8]2[C:12](=[O:13])[CH2:11][CH:10]([C:14]([O:16][CH3:17])=[O:15])[CH2:9]2)=[CH:4][CH:3]=1.C(=O)([O-])[O-].[K+].[K+].Br[CH2:25][CH2:26][CH2:27][Cl:28]. (7) Given the product [CH:13]1([CH2:16][NH:1][CH2:2][CH2:3][C:4]2[CH:9]=[CH:8][C:7]([OH:10])=[C:6]([O:11][CH3:12])[CH:5]=2)[CH2:15][CH2:14]1, predict the reactants needed to synthesize it. The reactants are: [NH2:1][CH2:2][CH2:3][C:4]1[CH:9]=[CH:8][C:7]([OH:10])=[C:6]([O:11][CH3:12])[CH:5]=1.[CH:13]1([CH:16]=O)[CH2:15][CH2:14]1.